Dataset: Reaction yield outcomes from USPTO patents with 853,638 reactions. Task: Predict the reaction yield, written as a fraction of the theoretical maximum amount of product (1.0 means a 100% yield; for example, 0.34 means a 34% yield). (1) The product is [CH2:21]([C:16]1[N:15]=[N:14][C:13]([N:10]2[CH2:11][CH2:12][CH:7]([C:5]3[NH:2][C:1]([Cl:48])=[CH:3][N:4]=3)[CH2:8][CH2:9]2)=[C:18]([CH3:19])[C:17]=1[CH3:20])[C:22]1[CH:27]=[CH:26][CH:25]=[CH:24][CH:23]=1. The reactants are [C:1]([CH2:3][NH:4][C:5]([CH:7]1[CH2:12][CH2:11][N:10]([C:13]2[N:14]=[N:15][C:16]([CH2:21][C:22]3[CH:27]=[CH:26][CH:25]=[CH:24][CH:23]=3)=[C:17]([CH3:20])[C:18]=2[CH3:19])[CH2:9][CH2:8]1)=O)#[N:2].C1(P(C2C=CC=CC=2)C2C=CC=CC=2)C=CC=CC=1.C(Cl)(Cl)(Cl)[Cl:48]. The yield is 0.560. The catalyst is C(#N)C. (2) The reactants are [F:1][C:2]1[CH:30]=[CH:29][CH:28]=[C:27]([F:31])[C:3]=1[CH2:4][O:5][C:6]1[C:7]2[N:8]([C:18]([C:22]([O:24][CH2:25][CH3:26])=[O:23])=[C:19]([CH3:21])[N:20]=2)[CH:9]=[C:10]([C:12]#[C:13][Si](C)(C)C)[CH:11]=1.C(=O)([O-])[O-].[K+].[K+]. The catalyst is CO. The product is [F:1][C:2]1[CH:30]=[CH:29][CH:28]=[C:27]([F:31])[C:3]=1[CH2:4][O:5][C:6]1[C:7]2[N:8]([C:18]([C:22]([O:24][CH2:25][CH3:26])=[O:23])=[C:19]([CH3:21])[N:20]=2)[CH:9]=[C:10]([C:12]#[CH:13])[CH:11]=1. The yield is 1.00. (3) The reactants are [Cl:1][C:2]1[CH:3]=[N+:4]([O-])[C:5]([C:12]2[CH:17]=[CH:16][CH:15]=[C:14]([F:18])[CH:13]=2)=[C:6]([CH:11]=1)[C:7]([O:9][CH3:10])=[O:8].P(Cl)(Cl)([Cl:22])=O. No catalyst specified. The product is [Cl:1][C:2]1[C:3]([Cl:22])=[N:4][C:5]([C:12]2[CH:17]=[CH:16][CH:15]=[C:14]([F:18])[CH:13]=2)=[C:6]([CH:11]=1)[C:7]([O:9][CH3:10])=[O:8]. The yield is 0.750. (4) The reactants are CC1C=CC(S(O)(=O)=O)=CC=1.O.[CH2:13]([C:21]1[CH:30]=[CH:29][C:24]2[N:25]=[C:26](N)[S:27][C:23]=2[CH:22]=1)[CH2:14][CH2:15][CH2:16][CH2:17][CH2:18][CH2:19][CH3:20].N([O-])=O.[Na+].[K+].[Br-:36]. The catalyst is CC#N.O. The product is [Br:36][C:26]1[S:27][C:23]2[CH:22]=[C:21]([CH2:13][CH2:14][CH2:15][CH2:16][CH2:17][CH2:18][CH2:19][CH3:20])[CH:30]=[CH:29][C:24]=2[N:25]=1. The yield is 0.820.